This data is from Catalyst prediction with 721,799 reactions and 888 catalyst types from USPTO. The task is: Predict which catalyst facilitates the given reaction. (1) Reactant: [Cl:1][C:2]1[N:7]=[N:6][C:5]([N:8]2[CH2:13][CH2:12][NH:11][C@@H:10]([CH3:14])[CH2:9]2)=[C:4]2[CH:15]=[N:16][CH:17]=[CH:18][C:3]=12.C(N(CC)CC)C.[N:26]1([C:32](Cl)=[O:33])[CH2:31][CH2:30][CH2:29][CH2:28][CH2:27]1. Product: [Cl:1][C:2]1[N:7]=[N:6][C:5]([N:8]2[CH2:13][CH2:12][N:11]([C:32]([N:26]3[CH2:31][CH2:30][CH2:29][CH2:28][CH2:27]3)=[O:33])[C@@H:10]([CH3:14])[CH2:9]2)=[C:4]2[CH:15]=[N:16][CH:17]=[CH:18][C:3]=12. The catalyst class is: 124. (2) Reactant: [Cl:1][C:2]1[CH:3]=[CH:4][C:5]([O:14][CH3:15])=[C:6]([C:8]2[CH:9]=[N:10][NH:11][C:12]=2[NH2:13])[CH:7]=1.[H-].[Na+].Br[CH2:19][CH2:20][CH2:21]Br. Product: [Cl:1][C:2]1[CH:3]=[CH:4][C:5]([O:14][CH3:15])=[C:6]([C:8]2[CH:9]=[N:10][N:11]3[CH2:21][CH2:20][CH2:19][NH:13][C:12]=23)[CH:7]=1. The catalyst class is: 18. (3) Reactant: [CH2:1]([N:3]1[C:11]2[CH:10]=[C:9]3[NH:12][C:13]([C:15]4[C:19]5[CH2:20][NH:21][CH2:22][CH2:23][C:18]=5[NH:17][N:16]=4)=[N:14][C:8]3=[CH:7][C:6]=2[C:5]([CH3:25])([CH3:24])[C:4]1=[O:26])[CH3:2].[F:27][C:28]1[CH:33]=[CH:32][C:31]([S:34](Cl)(=[O:36])=[O:35])=[CH:30][CH:29]=1.C(N(C(C)C)CC)(C)C. Product: [CH2:1]([N:3]1[C:11]2[CH:10]=[C:9]3[NH:12][C:13]([C:15]4[C:19]5[CH2:20][N:21]([S:34]([C:31]6[CH:32]=[CH:33][C:28]([F:27])=[CH:29][CH:30]=6)(=[O:36])=[O:35])[CH2:22][CH2:23][C:18]=5[NH:17][N:16]=4)=[N:14][C:8]3=[CH:7][C:6]=2[C:5]([CH3:25])([CH3:24])[C:4]1=[O:26])[CH3:2]. The catalyst class is: 1. (4) Reactant: Br[C@H:2]1[CH2:6][CH2:5][N:4]([C:7]([O:9][C:10]([CH3:13])([CH3:12])[CH3:11])=[O:8])[CH2:3]1.C(=O)([O-])[O-].[K+].[K+].[O:20]1[CH:24]=[CH:23][CH:22]=[C:21]1[C:25]1[NH:29][N:28]=[C:27]([C:30]([F:33])([F:32])[F:31])[CH:26]=1.O1C=CC=C1C1N(C2C=C(C#N)SC=2)N=C(C(F)(F)F)C=1.O.NN. Product: [O:20]1[CH:24]=[CH:23][CH:22]=[C:21]1[C:25]1[N:29]([C@@H:2]2[CH2:6][CH2:5][N:4]([C:7]([O:9][C:10]([CH3:13])([CH3:12])[CH3:11])=[O:8])[CH2:3]2)[N:28]=[C:27]([C:30]([F:33])([F:31])[F:32])[CH:26]=1. The catalyst class is: 3. (5) Reactant: [C:1](Cl)(=[O:5])[CH2:2][CH2:3][CH3:4].[OH:7][CH2:8][CH2:9][N:10]1[CH2:15][CH2:14][NH:13][CH2:12][CH2:11]1. Product: [C:1]([O:7][CH2:8][CH2:9][N:10]1[CH2:15][CH2:14][N:13]([C:1](=[O:5])[CH2:2][CH2:3][CH3:4])[CH2:12][CH2:11]1)(=[O:5])[CH2:2][CH2:3][CH3:4]. The catalyst class is: 22. (6) Reactant: C1(C)C=CC(S(Cl)(=O)=O)=CC=1.[C:12]([O:16][C:17]([NH:19][CH:20]1[CH2:25][CH2:24][N:23]([C:26]([NH:28][NH:29][C:30](=[O:35])[C:31]([O:33][CH3:34])=[O:32])=O)[CH2:22][CH2:21]1)=[O:18])([CH3:15])([CH3:14])[CH3:13]. Product: [C:12]([O:16][C:17]([NH:19][CH:20]1[CH2:21][CH2:22][N:23]([C:26]2[O:35][C:30]([C:31]([O:33][CH3:34])=[O:32])=[N:29][N:28]=2)[CH2:24][CH2:25]1)=[O:18])([CH3:13])([CH3:14])[CH3:15]. The catalyst class is: 2.